This data is from Full USPTO retrosynthesis dataset with 1.9M reactions from patents (1976-2016). The task is: Predict the reactants needed to synthesize the given product. (1) Given the product [C:11]([O:15][C:16]([N:18]1[C@@H:23]([C@@H:24]([O:50][CH2:51][C:52]2[CH:57]=[CH:56][CH:55]=[CH:54][CH:53]=2)[C@@H:25]([N:35]([CH2:36][C:37]2[CH:38]=[CH:39][CH:40]=[CH:41][CH:42]=2)[CH2:43][C:44]2[CH:45]=[CH:46][CH:47]=[CH:48][CH:49]=2)[CH2:26][C:27]2[CH:32]=[C:31]([F:33])[CH:30]=[C:29]([F:34])[CH:28]=2)[CH2:22][O:21][C:20](=[O:58])[C@@H:19]1[CH2:60][CH3:61])=[O:17])([CH3:14])([CH3:12])[CH3:13], predict the reactants needed to synthesize it. The reactants are: C[Si](C)(C)[N-][Si](C)(C)C.[Li+].[C:11]([O:15][C:16]([N:18]1[C@@H:23]([C@@H:24]([O:50][CH2:51][C:52]2[CH:57]=[CH:56][CH:55]=[CH:54][CH:53]=2)[C@@H:25]([N:35]([CH2:43][C:44]2[CH:49]=[CH:48][CH:47]=[CH:46][CH:45]=2)[CH2:36][C:37]2[CH:42]=[CH:41][CH:40]=[CH:39][CH:38]=2)[CH2:26][C:27]2[CH:32]=[C:31]([F:33])[CH:30]=[C:29]([F:34])[CH:28]=2)[CH2:22][O:21][C:20](=[O:58])[CH2:19]1)=[O:17])([CH3:14])([CH3:13])[CH3:12].I[CH2:60][CH3:61]. (2) Given the product [CH3:12][O:13][CH2:14][CH2:15][NH:16][C:2]1[N:7]=[CH:6][C:5]([CH:8]([CH3:11])[C:9]#[N:10])=[CH:4][CH:3]=1, predict the reactants needed to synthesize it. The reactants are: Cl[C:2]1[N:7]=[CH:6][C:5]([CH:8]([CH3:11])[C:9]#[N:10])=[CH:4][CH:3]=1.[CH3:12][O:13][CH2:14][CH2:15][NH:16]C. (3) Given the product [C:57]([C:55]1[CH:56]=[C:51]([S:50][C:47]([S:46][C:37]2[CH:36]=[C:35]([C:32]([CH3:34])([CH3:33])[CH3:31])[C:40]([O:9][CH2:8][CH2:7][C@H:5]3[CH2:4][O:3][C:2]([CH3:11])([CH3:1])[O:6]3)=[C:39]([C:42]([CH3:45])([CH3:44])[CH3:43])[CH:38]=2)([CH3:49])[CH3:48])[CH:52]=[C:53]([C:62]([CH3:65])([CH3:64])[CH3:63])[C:54]=1[OH:61])([CH3:60])([CH3:59])[CH3:58], predict the reactants needed to synthesize it. The reactants are: [CH3:1][C:2]1([CH3:11])[O:6][C@@H:5]([CH2:7][CH2:8][OH:9])[C:4](=O)[O:3]1.C1(P(C2C=CC=CC=2)C2C=CC=CC=2)C=CC=CC=1.[CH3:31][C:32]([C:35]1[CH:36]=[C:37]([S:46][C:47]([S:50][C:51]2[CH:56]=[C:55]([C:57]([CH3:60])([CH3:59])[CH3:58])[C:54]([OH:61])=[C:53]([C:62]([CH3:65])([CH3:64])[CH3:63])[CH:52]=2)([CH3:49])[CH3:48])[CH:38]=[C:39]([C:42]([CH3:45])([CH3:44])[CH3:43])[C:40]=1O)([CH3:34])[CH3:33].N(C(OCC)=O)=NC(OCC)=O. (4) Given the product [F:18][C:19]1[CH:24]=[C:23]([N+:25]([O-:27])=[O:26])[CH:22]=[CH:21][C:20]=1[CH2:29][C:2]1[CH:7]=[CH:6][N:5]=[C:4]2[CH:8]=[C:9]([C:11]([C:13]3[O:14][CH:15]=[CH:16][CH:17]=3)=[O:12])[S:10][C:3]=12, predict the reactants needed to synthesize it. The reactants are: Cl[C:2]1[CH:7]=[CH:6][N:5]=[C:4]2[CH:8]=[C:9]([C:11]([C:13]3[O:14][CH:15]=[CH:16][CH:17]=3)=[O:12])[S:10][C:3]=12.[F:18][C:19]1[CH:24]=[C:23]([N+:25]([O-:27])=[O:26])[CH:22]=[CH:21][C:20]=1O.[C:29]([O-])([O-])=O.[K+].[K+]. (5) Given the product [F:31][C:2]1([F:1])[CH2:6][CH2:5][N:4]([C:7]2[C:8]3[N:21]=[N:20][NH:19][C:9]=3[N:10]=[C:11]([O:13][CH2:14][C:15]([CH3:16])([CH3:17])[CH3:18])[N:12]=2)[CH2:3]1, predict the reactants needed to synthesize it. The reactants are: [F:1][C:2]1([F:31])[CH2:6][CH2:5][N:4]([C:7]2[C:8]3[N:21]=[N:20][N:19](CC4C=CC(OC)=CC=4)[C:9]=3[N:10]=[C:11]([O:13][CH2:14][C:15]([CH3:18])([CH3:17])[CH3:16])[N:12]=2)[CH2:3]1.